From a dataset of Forward reaction prediction with 1.9M reactions from USPTO patents (1976-2016). Predict the product of the given reaction. (1) Given the reactants [C:1]([O:5][C:6]([N:8]1[CH:13]([CH2:14][CH3:15])[CH2:12][CH:11]([NH:16][C:17]2[O:18][CH:19]=[C:20]([C:22]([O:24][CH2:25][CH3:26])=[O:23])[N:21]=2)[CH2:10][CH:9]1[CH2:27][C:28]1[CH:33]=[CH:32][CH:31]=[CH:30][CH:29]=1)=[O:7])([CH3:4])([CH3:3])[CH3:2].[H-].[Na+].Br[CH2:37][C:38]1[CH:43]=[C:42]([C:44]([F:47])([F:46])[F:45])[CH:41]=[C:40]([Cl:48])[CH:39]=1.O, predict the reaction product. The product is: [C:1]([O:5][C:6]([N:8]1[CH:13]([CH2:14][CH3:15])[CH2:12][CH:11]([N:16]([CH2:37][C:38]2[CH:43]=[C:42]([C:44]([F:45])([F:46])[F:47])[CH:41]=[C:40]([Cl:48])[CH:39]=2)[C:17]2[O:18][CH:19]=[C:20]([C:22]([O:24][CH2:25][CH3:26])=[O:23])[N:21]=2)[CH2:10][CH:9]1[CH2:27][C:28]1[CH:33]=[CH:32][CH:31]=[CH:30][CH:29]=1)=[O:7])([CH3:3])([CH3:4])[CH3:2]. (2) Given the reactants [Cl:1][C:2]1[CH:3]=[C:4]([C:8]#[C:9][C:10]2[N:11]=[C:12]([CH3:15])[NH:13][CH:14]=2)[CH:5]=[CH:6][CH:7]=1.[CH2:16]([O:19][C:20]1[CH:25]=[N:24][CH:23]=[C:22](Cl)[N:21]=1)[CH:17]=[CH2:18], predict the reaction product. The product is: [CH2:16]([O:19][C:20]1[CH:25]=[N:24][CH:23]=[C:22]([N:13]2[CH:14]=[C:10]([C:9]#[C:8][C:4]3[CH:5]=[CH:6][CH:7]=[C:2]([Cl:1])[CH:3]=3)[N:11]=[C:12]2[CH3:15])[N:21]=1)[CH:17]=[CH2:18]. (3) Given the reactants C([O:3][C:4]([C:6]1[N:7]([C:26]2[CH:31]=[CH:30][C:29]([O:32][CH:33]([CH3:35])[CH3:34])=[CH:28][CH:27]=2)[C:8]2[C:13]([CH:14]=1)=[C:12]([NH2:15])[C:11]([C:16]1[CH:21]=[CH:20][C:19]([O:22][CH:23]([CH3:25])[CH3:24])=[CH:18][CH:17]=1)=[CH:10][CH:9]=2)=[O:5])C.[OH-].[Na+].[ClH:38], predict the reaction product. The product is: [ClH:38].[NH2:15][C:12]1[C:11]([C:16]2[CH:17]=[CH:18][C:19]([O:22][CH:23]([CH3:24])[CH3:25])=[CH:20][CH:21]=2)=[CH:10][CH:9]=[C:8]2[C:13]=1[CH:14]=[C:6]([C:4]([OH:5])=[O:3])[N:7]2[C:26]1[CH:31]=[CH:30][C:29]([O:32][CH:33]([CH3:34])[CH3:35])=[CH:28][CH:27]=1.